The task is: Predict the reaction yield, written as a fraction of the theoretical maximum amount of product (1.0 means a 100% yield; for example, 0.34 means a 34% yield).. This data is from Reaction yield outcomes from USPTO patents with 853,638 reactions. (1) The reactants are C(OC(=O)[NH:10][CH2:11][CH2:12][CH2:13][CH2:14][C:15]1[CH:20]=[CH:19][C:18]([O:21][CH2:22][CH2:23][NH:24][C:25]([O:27][C:28]([CH3:31])([CH3:30])[CH3:29])=[O:26])=[CH:17][CH:16]=1)C1C=CC=CC=1.[H][H]. The catalyst is [Pd].C(O)C. The product is [C:28]([O:27][C:25](=[O:26])[NH:24][CH2:23][CH2:22][O:21][C:18]1[CH:19]=[CH:20][C:15]([CH2:14][CH2:13][CH2:12][CH2:11][NH2:10])=[CH:16][CH:17]=1)([CH3:31])([CH3:29])[CH3:30]. The yield is 0.980. (2) The yield is 0.760. The product is [Cl:1][C:2]1[N:3]=[C:4]([C:9]([NH:11][CH:12]2[CH2:20][C:19]3[C:14](=[CH:15][CH:16]=[C:17]([NH:21][C:22]([C@@H:24]4[CH2:26][C@H:25]4[C:27]([OH:29])=[O:28])=[O:23])[CH:18]=3)[CH2:13]2)=[O:10])[NH:5][C:6]=1[CH2:7][CH3:8]. The catalyst is CO. The reactants are [Cl:1][C:2]1[N:3]=[C:4]([C:9]([NH:11][CH:12]2[CH2:20][C:19]3[C:14](=[CH:15][CH:16]=[C:17]([NH:21][C:22]([C@@H:24]4[CH2:26][C@H:25]4[C:27]([O:29]CC)=[O:28])=[O:23])[CH:18]=3)[CH2:13]2)=[O:10])[NH:5][C:6]=1[CH2:7][CH3:8].[OH-].[Li+].